From a dataset of Catalyst prediction with 721,799 reactions and 888 catalyst types from USPTO. Predict which catalyst facilitates the given reaction. (1) Reactant: [F:1][C:2]([F:21])([F:20])[C:3]1[C:11]([C:12]#[N:13])=[CH:10][CH:9]=[C:8]2[C:4]=1[CH:5]=[C:6]([CH2:14][CH2:15][C:16]([F:19])([F:18])[F:17])[NH:7]2.C([O-])([O-])=O.[Cs+].[Cs+].[Br:28][C:29]1[CH:30]=[N:31][CH:32]=[C:33]([C:35]2[O:39][N:38]=[C:37]([CH2:40]Cl)[N:36]=2)[CH:34]=1. Product: [Br:28][C:29]1[CH:34]=[C:33]([C:35]2[O:39][N:38]=[C:37]([CH2:40][N:7]3[C:8]4[C:4](=[C:3]([C:2]([F:1])([F:20])[F:21])[C:11]([C:12]#[N:13])=[CH:10][CH:9]=4)[CH:5]=[C:6]3[CH2:14][CH2:15][C:16]([F:19])([F:18])[F:17])[N:36]=2)[CH:32]=[N:31][CH:30]=1. The catalyst class is: 10. (2) Reactant: [Cl-].[C:2]1([NH+:8]([C:10]2[CH:15]=[CH:14][CH:13]=[CH:12][CH:11]=2)N)[CH:7]=[CH:6][CH:5]=[CH:4][CH:3]=1.[CH2:16]1[C:24]2[C:19](=[CH:20][CH:21]=[CH:22][CH:23]=2)[CH2:18][C:17]1=O.C(O)C. Product: [C:2]1([N:8]2[C:10]3[C:15](=[CH:14][CH:13]=[CH:12][CH:11]=3)[C:18]3[C:19]4[C:24]([CH2:16][C:17]2=3)=[CH:23][CH:22]=[CH:21][CH:20]=4)[CH:7]=[CH:6][CH:5]=[CH:4][CH:3]=1. The catalyst class is: 6. (3) Reactant: [Cl:1][C:2]1[C:3]([CH:31]=O)=[C:4]([C:27]([F:30])([F:29])[F:28])[CH:5]=[C:6]2[C:11]=1[NH:10][C:9](=[O:12])[N:8]([CH2:13][C:14]1[CH:19]=[C:18]([Cl:20])[CH:17]=[CH:16][C:15]=1[S:21]([CH2:24][CH3:25])(=[O:23])=[O:22])[C:7]2=[O:26].[C:33]([O:37][C:38](=[O:47])[N:39]([CH3:46])[CH2:40][C@H:41]1[CH2:45][CH2:44][CH2:43][NH:42]1)([CH3:36])([CH3:35])[CH3:34]. Product: [C:33]([O:37][C:38](=[O:47])[N:39]([CH2:40][C@H:41]1[CH2:45][CH2:44][CH2:43][N:42]1[CH2:31][C:3]1[C:2]([Cl:1])=[C:11]2[C:6]([C:7](=[O:26])[N:8]([CH2:13][C:14]3[CH:19]=[C:18]([Cl:20])[CH:17]=[CH:16][C:15]=3[S:21]([CH2:24][CH3:25])(=[O:22])=[O:23])[C:9](=[O:12])[NH:10]2)=[CH:5][C:4]=1[C:27]([F:29])([F:30])[F:28])[CH3:46])([CH3:36])([CH3:35])[CH3:34]. The catalyst class is: 22. (4) Reactant: [CH3:1][O:2][C:3](=[O:20])[CH2:4][C:5]1[CH:10]=[CH:9][C:8]([NH:11][CH2:12][C:13](OC)=[O:14])=[C:7]([N+:17]([O-])=O)[CH:6]=1. Product: [O:14]=[C:13]1[NH:17][C:7]2[C:8](=[CH:9][CH:10]=[C:5]([CH2:4][C:3]([O:2][CH3:1])=[O:20])[CH:6]=2)[NH:11][CH2:12]1. The catalyst class is: 178. (5) Reactant: [Cl:1][C:2]1[CH:7]=[CH:6][C:5]([CH:8]2[C:12]3[N:13]([CH:22]([CH3:24])[CH3:23])[C:14]([C:16]4[CH2:17][CH2:18][NH:19][CH2:20][CH:21]=4)=[N:15][C:11]=3[C:10](=[O:25])[N:9]2[C:26]2[CH:27]=[C:28]([CH3:36])[C:29]3[N:30]([C:32]([CH3:35])=[N:33][N:34]=3)[CH:31]=2)=[CH:4][CH:3]=1.Cl[C:38]([O:40][CH2:41][CH:42]([CH3:44])[CH3:43])=[O:39].C([O-])(O)=O.[Na+]. Product: [Cl:1][C:2]1[CH:7]=[CH:6][C:5]([CH:8]2[C:12]3[N:13]([CH:22]([CH3:24])[CH3:23])[C:14]([C:16]4[CH2:17][CH2:18][N:19]([C:38]([O:40][CH2:41][CH:42]([CH3:44])[CH3:43])=[O:39])[CH2:20][CH:21]=4)=[N:15][C:11]=3[C:10](=[O:25])[N:9]2[C:26]2[CH:27]=[C:28]([CH3:36])[C:29]3[N:30]([C:32]([CH3:35])=[N:33][N:34]=3)[CH:31]=2)=[CH:4][CH:3]=1. The catalyst class is: 202. (6) Reactant: [C:1]([O:5][C:6]([NH:8][C@H:9]([C:22]([NH:24][CH2:25][C:26]([OH:28])=[O:27])=[O:23])[CH2:10][CH2:11][CH2:12][CH2:13][NH:14][C:15]([O:17][C:18]([CH3:21])([CH3:20])[CH3:19])=[O:16])=[O:7])([CH3:4])([CH3:3])[CH3:2].O[N:30]1[C:34](=[O:35])[CH2:33][CH2:32][C:31]1=[O:36].C1CCC(N=C=NC2CCCCC2)CC1. Product: [C:31]1(=[O:36])[N:30]([N:24]([C:22](=[O:23])[C@H:9]([CH2:10][CH2:11][CH2:12][CH2:13][NH:14][C:15]([O:17][C:18]([CH3:19])([CH3:20])[CH3:21])=[O:16])[NH:8][C:6]([O:5][C:1]([CH3:2])([CH3:3])[CH3:4])=[O:7])[CH2:25][C:26]([OH:28])=[O:27])[C:34](=[O:35])[CH2:33][CH2:32]1. The catalyst class is: 23. (7) Reactant: [F:1][C:2]([F:18])([F:17])[C:3]([NH:5][C@H:6]1[C:15]2[C:10](=[CH:11][CH:12]=[CH:13][CH:14]=2)[C:9](=[O:16])[CH2:8][CH2:7]1)=[O:4].CN(C=O)C. The catalyst class is: 25. Product: [F:1][C:2]([F:17])([F:18])[C:3]([NH:5][C@H:6]1[C:15]2[C:10](=[CH:11][CH:12]=[CH:13][CH:14]=2)[C@H:9]([OH:16])[CH2:8][CH2:7]1)=[O:4]. (8) Reactant: [CH2:1]([C:4]1[CH:5]=[N:6][C:7]([N:10]2[CH2:15][CH2:14][CH:13]([O:16][C:17]3[CH:22]=[CH:21][NH:20][C:19](=[O:23])[CH:18]=3)[CH2:12][CH2:11]2)=[N:8][CH:9]=1)[CH2:2][CH3:3].CS(OC1CCN(C(OC(C)C)=O)CC1)(=O)=O.F[C:42]1[CH:47]=[CH:46][C:45]([S:48]([CH3:51])(=[O:50])=[O:49])=[CH:44][C:43]=1[CH3:52].BrC1C=CC(C#N)=CC=1.C(=O)([O-])[O-].[K+].[K+].N1C2C(=CC=CC=2O)C=CC=1.C(=O)([O-])[O-].[Cs+].[Cs+]. Product: [CH3:52][C:43]1[CH:44]=[C:45]([S:48]([CH3:51])(=[O:50])=[O:49])[CH:46]=[CH:47][C:42]=1[N:20]1[CH:21]=[CH:22][C:17]([O:16][CH:13]2[CH2:14][CH2:15][N:10]([C:7]3[N:8]=[CH:9][C:4]([CH2:1][CH2:2][CH3:3])=[CH:5][N:6]=3)[CH2:11][CH2:12]2)=[CH:18][C:19]1=[O:23]. The catalyst class is: 205. (9) Reactant: C[O:2][C:3](=[O:15])[C:4]1[C:9]([CH2:10][N:11]([CH3:13])[CH3:12])=[CH:8][CH:7]=[CH:6][C:5]=1[Cl:14].[OH-].[Na+]. Product: [Cl:14][C:5]1[CH:6]=[CH:7][CH:8]=[C:9]([CH2:10][N:11]([CH3:13])[CH3:12])[C:4]=1[C:3]([OH:15])=[O:2]. The catalyst class is: 5.